From a dataset of Reaction yield outcomes from USPTO patents with 853,638 reactions. Predict the reaction yield, written as a fraction of the theoretical maximum amount of product (1.0 means a 100% yield; for example, 0.34 means a 34% yield). (1) The reactants are [Si]([O:18][CH2:19][CH2:20][CH2:21][CH:22]([CH3:42])[CH:23]([C:34]1[CH:39]=[C:38]([F:40])[CH:37]=[CH:36][C:35]=1[F:41])[S:24]([C:27]1[CH:32]=[CH:31][C:30]([Cl:33])=[CH:29][CH:28]=1)(=[O:26])=[O:25])(C(C)(C)C)(C1C=CC=CC=1)C1C=CC=CC=1.N1C=CC=CC=1.F.C(=O)(O)[O-].[Na+].CCCCCC. The catalyst is C(Cl)Cl. The product is [Cl:33][C:30]1[CH:29]=[CH:28][C:27]([S:24]([CH:23]([C:34]2[CH:39]=[C:38]([F:40])[CH:37]=[CH:36][C:35]=2[F:41])[CH:22]([CH3:42])[CH2:21][CH2:20][CH2:19][OH:18])(=[O:26])=[O:25])=[CH:32][CH:31]=1. The yield is 0.700. (2) The reactants are [SH:1][C:2]1C=CC(C(OC)=O)=CC=1.[CH:12]1(O)[CH2:18][CH2:17][CH2:16][CH2:15][CH2:14][CH2:13]1.[CH2:29](P([CH2:29][CH2:30][CH2:31][CH3:32])[CH2:29][CH2:30][CH2:31][CH3:32])[CH2:30][CH2:31][CH3:32].N1[CH2:38][CH2:37]C[CH2:38][CH2:37]1.N1CCCCC1.N([C:50]([OH:52])=O)=N[C:50]([OH:52])=O. The catalyst is CCOC(C)=O.O.C1COCC1. The product is [CH:12]1([C:29]2[CH:30]=[CH:31][C:32]([C:2]([O:52][CH3:50])=[S:1])=[CH:38][CH:37]=2)[CH2:18][CH2:17][CH2:16][CH2:15][CH2:14][CH2:13]1. The yield is 0.400.